From a dataset of Forward reaction prediction with 1.9M reactions from USPTO patents (1976-2016). Predict the product of the given reaction. (1) Given the reactants [F:1]C1(F)N(C)CCN1C.[C:10]1([CH:16](O)[CH3:17])[CH:15]=[CH:14][CH:13]=[CH:12][CH:11]=1.C([O-])([O-])=O.[Na+].[Na+], predict the reaction product. The product is: [F:1][CH:16]([C:10]1[CH:15]=[CH:14][CH:13]=[CH:12][CH:11]=1)[CH3:17]. (2) Given the reactants [C:1]([O:5][C:6]([N:8]1[CH2:13][CH2:12][CH2:11][CH2:10][C@@H:9]1[CH2:14][NH:15][C:16]1[CH:21]=[CH:20][C:19]([C:22]([N:24]([CH2:27][CH3:28])[CH2:25][CH3:26])=[O:23])=[CH:18][C:17]=1[N+:29]([O-])=O)=[O:7])([CH3:4])([CH3:3])[CH3:2], predict the reaction product. The product is: [NH2:29][C:17]1[CH:18]=[C:19]([C:22]([N:24]([CH2:25][CH3:26])[CH2:27][CH3:28])=[O:23])[CH:20]=[CH:21][C:16]=1[NH:15][CH2:14][C@H:9]1[CH2:10][CH2:11][CH2:12][CH2:13][N:8]1[C:6]([O:5][C:1]([CH3:3])([CH3:2])[CH3:4])=[O:7]. (3) Given the reactants [Cl:1][C:2]1[CH:22]=[CH:21][C:5]([CH2:6][N:7]2[CH:11]=[CH:10][N:9]=[C:8]2[C:12]2[CH:17]=[CH:16][C:15]([N+:18]([O-])=O)=[CH:14][CH:13]=2)=[CH:4][CH:3]=1.FC(F)(F)S(O[C:29]1[CH:38]=[CH:37][C:36]2[C:31](=[CH:32][CH:33]=[CH:34][CH:35]=2)[C:30]=1[N+:39]([O-:41])=[O:40])(=O)=O.O=C(NC1C2C(=CC=CC=2)C=CC=1NC1C=CC(C2N(CCC3C=CC=CC=3)C=CN=2)=CC=1)CC(OCC)=O, predict the reaction product. The product is: [Cl:1][C:2]1[CH:22]=[CH:21][C:5]([CH2:6][N:7]2[CH:11]=[CH:10][N:9]=[C:8]2[C:12]2[CH:17]=[CH:16][C:15]([NH:18][C:29]3[CH:38]=[CH:37][C:36]4[C:31](=[CH:32][CH:33]=[CH:34][CH:35]=4)[C:30]=3[N+:39]([O-:41])=[O:40])=[CH:14][CH:13]=2)=[CH:4][CH:3]=1. (4) Given the reactants [C:1]([S:4][CH:5]1[CH2:10][CH2:9][N:8]([CH:11]([C:17]2[CH:22]=[CH:21][CH:20]=[CH:19][C:18]=2[F:23])[C:12]([CH:14]2[CH2:16][CH2:15]2)=[O:13])[CH2:7]/[C:6]/1=[CH:24]\[CH2:25]O)(=[O:3])[CH3:2].C1(C)C=CC(S(OS(C2C=CC(C)=CC=2)(=O)=O)(=O)=O)=CC=1.C(N(CC)CC)C.[CH2:55]([O:57][C:58]([CH2:60][CH:61]1[CH2:66][CH2:65][NH:64][CH2:63][CH2:62]1)=[O:59])[CH3:56], predict the reaction product. The product is: [C:1]([S:4][CH:5]1[CH2:10][CH2:9][N:8]([CH:11]([C:17]2[CH:22]=[CH:21][CH:20]=[CH:19][C:18]=2[F:23])[C:12]([CH:14]2[CH2:15][CH2:16]2)=[O:13])[CH2:7]/[C:6]/1=[CH:24]\[CH2:25][N:64]1[CH2:65][CH2:66][CH:61]([CH2:60][C:58]([O:57][CH2:55][CH3:56])=[O:59])[CH2:62][CH2:63]1)(=[O:3])[CH3:2]. (5) Given the reactants [H-].[Na+].[CH3:3][C:4]1[CH:9]=[C:8]([CH3:10])[CH:7]=[C:6]([CH3:11])[C:5]=1[OH:12].[CH2:13]([N:20]1[C:28]2[C:27](Cl)=[N:26][C:25]([NH2:30])=[N:24][C:23]=2[CH:22]=[CH:21]1)[C:14]1[CH:19]=[CH:18][CH:17]=[CH:16][CH:15]=1, predict the reaction product. The product is: [CH2:13]([N:20]1[C:28]2[C:27]([O:12][C:5]3[C:6]([CH3:11])=[CH:7][C:8]([CH3:10])=[CH:9][C:4]=3[CH3:3])=[N:26][C:25]([NH2:30])=[N:24][C:23]=2[CH:22]=[CH:21]1)[C:14]1[CH:15]=[CH:16][CH:17]=[CH:18][CH:19]=1. (6) The product is: [C:52]([O:51][C:26](=[O:35])[NH:25][CH2:24][C:13]1[N:14]([CH2:20][CH:21]([CH3:22])[CH3:23])[C:15](=[O:19])[C:16]2[C:11]([C:12]=1[C:36]1[S:37][CH:38]=[CH:39][CH:40]=1)=[CH:10][C:9]([O:8][CH2:1][C:2]1[CH:3]=[CH:4][CH:5]=[CH:6][CH:7]=1)=[CH:18][CH:17]=2)([CH3:55])([CH3:54])[CH3:53]. Given the reactants [CH2:1]([O:8][C:9]1[CH:10]=[C:11]2[C:16](=[CH:17][CH:18]=1)[C:15](=[O:19])[N:14]([CH2:20][CH:21]([CH3:23])[CH3:22])[C:13]([CH2:24][N:25]1C(=O)C3C(=CC=CC=3)[C:26]1=[O:35])=[C:12]2[C:36]1[S:37][CH:38]=[CH:39][CH:40]=1)[C:2]1[CH:7]=[CH:6][CH:5]=[CH:4][CH:3]=1.O.NN.C(=O)([O-])O.[Na+].C(OC([O:51][C:52]([CH3:55])([CH3:54])[CH3:53])=O)([O:51][C:52]([CH3:55])([CH3:54])[CH3:53])=O, predict the reaction product.